Dataset: NCI-60 drug combinations with 297,098 pairs across 59 cell lines. Task: Regression. Given two drug SMILES strings and cell line genomic features, predict the synergy score measuring deviation from expected non-interaction effect. (1) Drug 1: CC1C(C(CC(O1)OC2CC(CC3=C2C(=C4C(=C3O)C(=O)C5=C(C4=O)C(=CC=C5)OC)O)(C(=O)C)O)N)O.Cl. Drug 2: CC1=C(N=C(N=C1N)C(CC(=O)N)NCC(C(=O)N)N)C(=O)NC(C(C2=CN=CN2)OC3C(C(C(C(O3)CO)O)O)OC4C(C(C(C(O4)CO)O)OC(=O)N)O)C(=O)NC(C)C(C(C)C(=O)NC(C(C)O)C(=O)NCCC5=NC(=CS5)C6=NC(=CS6)C(=O)NCCC[S+](C)C)O. Cell line: SNB-19. Synergy scores: CSS=19.0, Synergy_ZIP=-4.28, Synergy_Bliss=1.80, Synergy_Loewe=-1.73, Synergy_HSA=-1.51. (2) Drug 1: CC1=C(C=C(C=C1)NC2=NC=CC(=N2)N(C)C3=CC4=NN(C(=C4C=C3)C)C)S(=O)(=O)N.Cl. Drug 2: CN1C(=O)N2C=NC(=C2N=N1)C(=O)N. Cell line: BT-549. Synergy scores: CSS=-7.85, Synergy_ZIP=2.58, Synergy_Bliss=2.17, Synergy_Loewe=-1.36, Synergy_HSA=-1.30.